Predict the reactants needed to synthesize the given product. From a dataset of Full USPTO retrosynthesis dataset with 1.9M reactions from patents (1976-2016). (1) Given the product [CH2:22]([O:21][C:19](=[O:20])[C:18]([C:16]#[N:17])=[C:13]([CH3:14])[CH:12]=[CH:11][C:3]1[CH:4]=[CH:5][C:6]([CH:8]([CH3:10])[CH3:9])=[CH:7][C:2]=1[Cl:1])[CH3:23], predict the reactants needed to synthesize it. The reactants are: [Cl:1][C:2]1[CH:7]=[C:6]([CH:8]([CH3:10])[CH3:9])[CH:5]=[CH:4][C:3]=1[CH:11]=[CH:12][C:13](=O)[CH3:14].[C:16]([CH2:18][C:19]([O:21][CH2:22][CH3:23])=[O:20])#[N:17].C([O-])(=O)C.[NH4+]. (2) Given the product [Cl:1][C:2]1[C:7]([Cl:8])=[C:6]([Cl:9])[CH:5]=[C:4]([C:10]2[N:14]([CH3:17])[N:13]=[N:12][N:11]=2)[N:3]=1.[Cl:1][C:2]1[C:7]([Cl:8])=[C:6]([Cl:9])[CH:5]=[C:4]([C:10]2[NH:14][N:13]([CH3:16])[NH:12][N:11]=2)[N:3]=1, predict the reactants needed to synthesize it. The reactants are: [Cl:1][C:2]1[C:7]([Cl:8])=[C:6]([Cl:9])[CH:5]=[C:4]([C:10]2[NH:14][N:13]=[N:12][N:11]=2)[N:3]=1.I[CH3:16].[C:17](=O)([O-])[O-].[K+].[K+].